From a dataset of Experimentally validated miRNA-target interactions with 360,000+ pairs, plus equal number of negative samples. Binary Classification. Given a miRNA mature sequence and a target amino acid sequence, predict their likelihood of interaction. (1) The miRNA is hsa-miR-6850-3p with sequence CCCGGCCGGAACGCCGCACU. The protein sequence of the target gene is MEYQILKMSSCLFILLFLTPGILCICPLQCTCTERHRHVDCSGRNLTTLPPGLQENIIHLNLSYNHFTDLHNQLTPYTNLRTLDISNNRLESLPAQLPRSLWNMSAANNNIKLLDKSDTAYQWNLKYLDVSKNMLEKVVLIKNTLRSLEVLNLSSNKLWTVPTNMPSKLHIVDLSNNSLTQILPGTLINLTNLTHLYLHNNKFTFIPEQSFDQLLQLQEITLHNNRWSCDHKQNITYLLKWVMETKAHVIGTPCSKQVSSLKEQSMYPTPPGFTSSLFTMSEMQTVDTINSLSMVTQPKV.... Result: 0 (no interaction). (2) The miRNA is hsa-miR-199b-5p with sequence CCCAGUGUUUAGACUAUCUGUUC. The protein sequence of the target gene is MEGAGPRGAGPARRRGAGGPPSPLLPSLLLLLLLWMLPDTVAPQELNPRGRNVCRAPGSQVPTCCAGWRQQGDECGIAVCEGNSTCSENEVCVRPGECRCRHGYFGANCDTKCPRQFWGPDCKELCSCHPHGQCEDVTGQCTCHARRWGARCEHACQCQHGTCHPRSGACRCEPGWWGAQCASACYCSATSRCDPQTGACLCHAGWWGRSCNNQCACNSSPCEQQSGRCQCRERTFGARCDRYCQCFRGRCHPVDGTCACEPGYRGKYCREPCPAGFYGLGCRRRCGQCKGQQPCTVAEG.... Result: 0 (no interaction). (3) The miRNA is mmu-miR-10a-5p with sequence UACCCUGUAGAUCCGAAUUUGUG. The protein sequence of the target gene is MSSEAETQQPPAAPAAALSAADTKPGSTGSGAGSGGPGGLTSAAPAGGDKKVIATKVLGTVKWFNVRNGYGFINRNDTKEDVFVHQTAIKKNNPRKYLRSVGDGETVEFDVVEGEKGAEAANVTGPGGVPVQGSKYAADRNHYRRYPRRRGPPRNYQQNYQNSESGEKNEGSESAPEGQAQQRRPYRRRRFPPYYMRRPYARRPQYSNPPVQGEVMEGADNQGAGEQGRPVRQNMYRGYRPRFRRGPPRQRQPREDGNEEDKENQGDETQGQQPPQRRYRRNFNYRRRRPENPKPQDGKE.... Result: 0 (no interaction). (4) The miRNA is hsa-miR-4455 with sequence AGGGUGUGUGUGUUUUU. The protein sequence of the target gene is MARGPKKHLKRVAAPKHWMLDKLTGVFAPRPSTGPHKLRECLPLIVFLRNRLKYALTGDEVKKICMQRFIKIDGKVRVDVTYPAGFMDVISIEKTGEHFRLVYDTKGRFAVHRITVEEAKYKLCKVRKITVGVKGIPHLVTHDARTIRYPDPVIKVNDTVQIDLGTGKIINFIKFDTGNLCMVIGGANLGRVGVITNRERHPGSFDVVHVKDANGNSFATRLSNIFVIGNGNKPWISLPRGKGIRLTVAEERDKRLATKQSSG. Result: 0 (no interaction). (5) The miRNA is hsa-miR-130a-5p with sequence GCUCUUUUCACAUUGUGCUACU. The protein sequence of the target gene is MGLLRIMMPPKLQLLAVVAFAVAMLFLENQIQKLEESRSKLERAIARHEVREIEQRHTMDGPRQDATLDEEEDMVIIYNRVPKTASTSFTNIAYDLCAKNKYHVLHINTTKNNPVMSLQDQVRFVKNITSWKEMKPGFYHGHVSYLDFAKFGVKKKPIYINVIRDPIERLVSYYYFLRFGDDYRPGLRRRKQGDKKTFDECVAEGGSDCAPEKLWLQIPFFCGHSSECWNVGSRWAMDQAKYNLINEYFLVGVTEELEDFIMLLEAALPRFFRGATELYRTGKKSHLRKTTEKKLPTKQT.... Result: 1 (interaction).